From a dataset of Catalyst prediction with 721,799 reactions and 888 catalyst types from USPTO. Predict which catalyst facilitates the given reaction. (1) Reactant: NC1C=CC(O)=C(F)C=1.FC1C=CC(CC(SC#N)=O)=CC=1.[F:23][C:24]1[CH:25]=[C:26]([NH:43][C:44]([NH:46][C:47](=[O:56])[CH2:48][C:49]2[CH:54]=[CH:53][C:52]([F:55])=[CH:51][CH:50]=2)=[S:45])[CH:27]=[CH:28][C:29]=1[O:30]C1C2=C(C)C(OC)=CN2N=CN=1.CCOC(C)=O. Product: [F:23][C:24]1[CH:25]=[C:26]([NH:43][C:44]([NH:46][C:47](=[O:56])[CH2:48][C:49]2[CH:50]=[CH:51][C:52]([F:55])=[CH:53][CH:54]=2)=[S:45])[CH:27]=[CH:28][C:29]=1[OH:30]. The catalyst class is: 2. (2) The catalyst class is: 2. Reactant: Cl.[N:2]1[CH:7]=[CH:6][CH:5]=[CH:4][C:3]=1[C:8](Cl)=[O:9].CCN(CC)CC.[CH3:18][O:19][C:20]1[CH:21]=[C:22]([CH:24]=[CH:25][C:26]=1[O:27][C:28]1[N:33]=[CH:32][CH:31]=[CH:30][N:29]=1)[NH2:23]. Product: [CH3:18][O:19][C:20]1[CH:21]=[C:22]([NH:23][C:8](=[O:9])[C:3]2[CH:4]=[CH:5][CH:6]=[CH:7][N:2]=2)[CH:24]=[CH:25][C:26]=1[O:27][C:28]1[N:29]=[CH:30][CH:31]=[CH:32][N:33]=1. (3) Reactant: O=[C:2]1[C@@H:11]2[CH2:12][N:13]([C:15]([O:17][C:18]([CH3:21])([CH3:20])[CH3:19])=[O:16])[CH2:14][C@@H:10]2[C:9]2[C:4]3=[C:5]([CH2:22][CH2:23][N:3]13)[CH:6]=[CH:7][CH:8]=2. Product: [CH:8]1[CH:7]=[CH:6][C:5]2[CH2:22][CH2:23][N:3]3[C:4]=2[C:9]=1[C@H:10]1[CH2:14][N:13]([C:15]([O:17][C:18]([CH3:21])([CH3:20])[CH3:19])=[O:16])[CH2:12][C@H:11]1[CH2:2]3. The catalyst class is: 7. (4) Product: [CH3:20][O:19][N:18]([CH3:17])[C:13]([C@H:10]1[CH2:11][CH2:12][N:8]([C:6]([O:5][C:1]([CH3:2])([CH3:3])[CH3:4])=[O:7])[CH2:9]1)=[O:15]. The catalyst class is: 2. Reactant: [C:1]([O:5][C:6]([N:8]1[CH2:12][CH2:11][C@H:10]([C:13]([OH:15])=O)[CH2:9]1)=[O:7])([CH3:4])([CH3:3])[CH3:2].Cl.[CH3:17][NH:18][O:19][CH3:20].CCN(C(C)C)C(C)C. (5) Reactant: C([O:8][C:9](=[O:44])[CH:10]([NH:36][C:37]([O:39][C:40]([CH3:43])([CH3:42])[CH3:41])=[O:38])[CH2:11][C:12]1[N:13]=[CH:14][N:15]([C:17]([C:30]2[CH:35]=[CH:34][CH:33]=[CH:32][CH:31]=2)([C:24]2[CH:29]=[CH:28][CH:27]=[CH:26][CH:25]=2)[C:18]2[CH:23]=[CH:22][CH:21]=[CH:20][CH:19]=2)[CH:16]=1)C1C=CC=CC=1.[OH-].[K+].C1COCC1. Product: [C:40]([O:39][C:37]([NH:36][CH:10]([CH2:11][C:12]1[N:13]=[CH:14][N:15]([C:17]([C:30]2[CH:35]=[CH:34][CH:33]=[CH:32][CH:31]=2)([C:24]2[CH:25]=[CH:26][CH:27]=[CH:28][CH:29]=2)[C:18]2[CH:19]=[CH:20][CH:21]=[CH:22][CH:23]=2)[CH:16]=1)[C:9]([OH:44])=[O:8])=[O:38])([CH3:43])([CH3:41])[CH3:42]. The catalyst class is: 24.